From a dataset of NCI-60 drug combinations with 297,098 pairs across 59 cell lines. Regression. Given two drug SMILES strings and cell line genomic features, predict the synergy score measuring deviation from expected non-interaction effect. Drug 1: C1=C(C(=O)NC(=O)N1)F. Drug 2: CC=C1C(=O)NC(C(=O)OC2CC(=O)NC(C(=O)NC(CSSCCC=C2)C(=O)N1)C(C)C)C(C)C. Cell line: HCT116. Synergy scores: CSS=59.7, Synergy_ZIP=-1.53, Synergy_Bliss=-4.29, Synergy_Loewe=-6.30, Synergy_HSA=-2.79.